Dataset: Reaction yield outcomes from USPTO patents with 853,638 reactions. Task: Predict the reaction yield, written as a fraction of the theoretical maximum amount of product (1.0 means a 100% yield; for example, 0.34 means a 34% yield). (1) The reactants are [NH2:1][C:2]1[CH:7]=[C:6]([Cl:8])[N:5]=[C:4]([C:9]([O:11][CH3:12])=[O:10])[C:3]=1[Cl:13].[I:14](O)(=O)(=O)=O.II. The catalyst is CO. The product is [NH2:1][C:2]1[C:7]([I:14])=[C:6]([Cl:8])[N:5]=[C:4]([C:9]([O:11][CH3:12])=[O:10])[C:3]=1[Cl:13]. The yield is 0.790. (2) The reactants are Cl.[CH2:2]([O:4][C:5](=[O:8])[CH2:6][NH2:7])[CH3:3].C([O-])([O-])=O.[K+].[K+].[Br:15][CH2:16][C:17](Br)=[O:18].O. The catalyst is C(Cl)Cl. The product is [CH2:2]([O:4][C:5](=[O:8])[CH2:6][NH:7][C:17](=[O:18])[CH2:16][Br:15])[CH3:3]. The yield is 0.400.